This data is from Full USPTO retrosynthesis dataset with 1.9M reactions from patents (1976-2016). The task is: Predict the reactants needed to synthesize the given product. Given the product [Cl:1][C:2]1[CH:3]=[C:4]([C:11]2[CH:16]=[CH:15][C:14]([C@H:17]([NH2:19])[CH3:18])=[CH:13][CH:12]=2)[C:5]([O:8][CH2:9][CH3:10])=[N:6][CH:7]=1, predict the reactants needed to synthesize it. The reactants are: [Cl:1][C:2]1[CH:3]=[C:4]([C:11]2[CH:16]=[CH:15][C:14]([CH:17]([NH:19][S@@](C(C)(C)C)=O)[CH3:18])=[CH:13][CH:12]=2)[C:5]([O:8][CH2:9][CH3:10])=[N:6][CH:7]=1.Cl.